Task: Predict the reactants needed to synthesize the given product.. Dataset: Full USPTO retrosynthesis dataset with 1.9M reactions from patents (1976-2016) Given the product [CH3:6][C:7]1[N:8]=[C:9]([C:15](=[O:17])[CH3:16])[S:10][CH:11]=1, predict the reactants needed to synthesize it. The reactants are: [Li]CCCC.[CH3:6][C:7]1[N:8]=[CH:9][S:10][CH:11]=1.CON(C)[C:15](=[O:17])[CH3:16].